From a dataset of NCI-60 drug combinations with 297,098 pairs across 59 cell lines. Regression. Given two drug SMILES strings and cell line genomic features, predict the synergy score measuring deviation from expected non-interaction effect. (1) Drug 1: COC1=CC(=CC(=C1O)OC)C2C3C(COC3=O)C(C4=CC5=C(C=C24)OCO5)OC6C(C(C7C(O6)COC(O7)C8=CC=CS8)O)O. Drug 2: CC1=C2C(C(=O)C3(C(CC4C(C3C(C(C2(C)C)(CC1OC(=O)C(C(C5=CC=CC=C5)NC(=O)OC(C)(C)C)O)O)OC(=O)C6=CC=CC=C6)(CO4)OC(=O)C)O)C)O. Cell line: NCI-H460. Synergy scores: CSS=29.3, Synergy_ZIP=-12.7, Synergy_Bliss=-14.9, Synergy_Loewe=-13.8, Synergy_HSA=-10.5. (2) Drug 1: CCCS(=O)(=O)NC1=C(C(=C(C=C1)F)C(=O)C2=CNC3=C2C=C(C=N3)C4=CC=C(C=C4)Cl)F. Drug 2: CC12CCC(CC1=CCC3C2CCC4(C3CC=C4C5=CN=CC=C5)C)O. Cell line: COLO 205. Synergy scores: CSS=42.4, Synergy_ZIP=12.0, Synergy_Bliss=13.7, Synergy_Loewe=-2.64, Synergy_HSA=10.4. (3) Drug 1: CC1C(C(CC(O1)OC2CC(CC3=C2C(=C4C(=C3O)C(=O)C5=C(C4=O)C(=CC=C5)OC)O)(C(=O)CO)O)N)O.Cl. Synergy scores: CSS=13.6, Synergy_ZIP=-1.53, Synergy_Bliss=0.213, Synergy_Loewe=-7.33, Synergy_HSA=2.59. Cell line: T-47D. Drug 2: COC1=C(C=C2C(=C1)N=CN=C2NC3=CC(=C(C=C3)F)Cl)OCCCN4CCOCC4. (4) Drug 1: CC1=C(C=C(C=C1)C(=O)NC2=CC(=CC(=C2)C(F)(F)F)N3C=C(N=C3)C)NC4=NC=CC(=N4)C5=CN=CC=C5. Drug 2: CCC1(CC2CC(C3=C(CCN(C2)C1)C4=CC=CC=C4N3)(C5=C(C=C6C(=C5)C78CCN9C7C(C=CC9)(C(C(C8N6C)(C(=O)OC)O)OC(=O)C)CC)OC)C(=O)OC)O.OS(=O)(=O)O. Cell line: SN12C. Synergy scores: CSS=-8.55, Synergy_ZIP=3.11, Synergy_Bliss=0.412, Synergy_Loewe=-11.3, Synergy_HSA=-10.4.